From a dataset of Full USPTO retrosynthesis dataset with 1.9M reactions from patents (1976-2016). Predict the reactants needed to synthesize the given product. (1) Given the product [C:4]([Si:1]([O:8][CH2:9][CH2:10][C@H:11]1[C@H:12]([C:14]2[CH:19]=[CH:18][CH:17]=[CH:16][C:15]=2[Cl:20])[O:13][C:25]([CH3:27])([CH3:26])[O:21]1)([CH3:3])[CH3:2])([CH3:6])([CH3:7])[CH3:5], predict the reactants needed to synthesize it. The reactants are: [Si:1]([O:8][CH2:9][CH2:10][C@H:11]([OH:21])[C@H:12]([C:14]1[CH:19]=[CH:18][CH:17]=[CH:16][C:15]=1[Cl:20])[OH:13])([C:4]([CH3:7])([CH3:6])[CH3:5])([CH3:3])[CH3:2].[Si](OCC[C@@H](O)[C@@H](C1C=CC=CC=1Cl)O)([C:25](C)([CH3:27])[CH3:26])(C)C. (2) Given the product [C:13]([O:12][C:2]1([CH3:1])[CH:3]2[CH2:11][CH:7]3[CH2:6][CH:5]([CH2:10][CH:9]1[CH2:8]3)[CH2:4]2)(=[O:16])[CH:14]=[CH2:15].[C:18]([O:23][C:2]1([CH3:1])[CH:3]2[CH2:11][CH:7]3[CH2:6][CH:5]([CH2:10][CH:9]1[CH2:8]3)[CH2:4]2)(=[O:22])[C:19]([CH3:21])=[CH2:20], predict the reactants needed to synthesize it. The reactants are: [CH3:1][C:2]1([OH:12])[CH:9]2[CH2:10][CH:5]3[CH2:6][CH:7]([CH2:11][CH:3]1[CH2:4]3)[CH2:8]2.[C:13](O)(=[O:16])[CH:14]=[CH2:15].[C:18]([OH:23])(=[O:22])[C:19]([CH3:21])=[CH2:20]. (3) Given the product [C:1]([O:5][C:6](=[O:23])[CH2:7][C@H:8]1[CH2:9][C@@H:10]([CH2:11][O:12][C:13](=[O:20])[C:14]2[CH:15]=[CH:16][CH:17]=[CH:18][CH:19]=2)[O:21][C:26]([CH3:28])([CH3:27])[O:22]1)([CH3:4])([CH3:2])[CH3:3], predict the reactants needed to synthesize it. The reactants are: [C:1]([O:5][C:6](=[O:23])[CH2:7][CH:8]([OH:22])[CH2:9][C@H:10]([OH:21])[CH2:11][O:12][C:13](=[O:20])[C:14]1[CH:19]=[CH:18][CH:17]=[CH:16][CH:15]=1)([CH3:4])([CH3:3])[CH3:2].CO[C:26](OC)([CH3:28])[CH3:27].C1(C)C=CC(S(O)(=O)=O)=CC=1.C(=O)([O-])O.[Na+]. (4) Given the product [ClH:33].[ClH:33].[F:26][C:2]([F:1])([F:25])[C:3]1[CH:4]=[CH:5][C:6]2[O:12][CH2:11][CH:10]3[CH2:13][NH:14][CH2:15][CH2:16][N:9]3[CH2:8][C:7]=2[CH:24]=1, predict the reactants needed to synthesize it. The reactants are: [F:1][C:2]([F:26])([F:25])[C:3]1[CH:4]=[CH:5][C:6]2[O:12][CH2:11][CH:10]3[CH2:13][N:14](C(OC(C)(C)C)=O)[CH2:15][CH2:16][N:9]3[CH2:8][C:7]=2[CH:24]=1.C(OCC)(=O)C.[ClH:33]. (5) Given the product [C:10]([C:7]1[CH:8]=[CH:9][C:4]([C:2](=[O:3])[CH2:1][CH2:15][N:16]([CH3:18])[CH3:17])=[CH:5][CH:6]=1)([CH3:13])([CH3:12])[CH3:11], predict the reactants needed to synthesize it. The reactants are: [CH3:1][C:2]([C:4]1[CH:9]=[CH:8][C:7]([C:10]([CH3:13])([CH3:12])[CH3:11])=[CH:6][CH:5]=1)=[O:3].Cl.[CH3:15][NH:16][CH3:17].[CH2:18]=O.Cl. (6) Given the product [F:75][C:76]1[CH:84]=[CH:83][CH:82]=[CH:81][C:77]=1[C:78]([NH:1][C:2]1[CH:7]=[CH:6][CH:5]=[C:4]([C:8]2[N:9]=[C:10]3[N:14]([C:15]=2[C:16]2[CH:21]=[CH:20][N:19]=[C:18]([NH:22][C:23]4[CH:28]=[CH:27][CH:26]=[C:25]([CH2:29][CH2:30][N:31]5[CH2:36][CH2:35][O:34][CH2:33][CH2:32]5)[CH:24]=4)[N:17]=2)[CH:13]=[CH:12][S:11]3)[CH:3]=1)=[O:79], predict the reactants needed to synthesize it. The reactants are: [NH2:1][C:2]1[CH:3]=[C:4]([C:8]2[N:9]=[C:10]3[N:14]([C:15]=2[C:16]2[CH:21]=[CH:20][N:19]=[C:18]([NH:22][C:23]4[CH:28]=[CH:27][CH:26]=[C:25]([CH2:29][CH2:30][N:31]5[CH2:36][CH2:35][O:34][CH2:33][CH2:32]5)[CH:24]=4)[N:17]=2)[CH:13]=[CH:12][S:11]3)[CH:5]=[CH:6][CH:7]=1.NC1C=C(C2N=C3N(C=2C2C=CN=C(NC4C=CC=C(OCCCN5CCOCC5)C=4)N=2)C=CS3)C=CC=1.[F:75][C:76]1[CH:84]=[CH:83][CH:82]=[CH:81][C:77]=1[C:78](Cl)=[O:79].FC1C=CC=C(F)C=1C(Cl)=O. (7) Given the product [Br:1][C:2]1[CH:3]=[CH:4][C:5]([OH:16])=[C:6]([CH:8]([NH:18][CH3:17])[C:10]2[CH:15]=[CH:14][CH:13]=[CH:12][CH:11]=2)[CH:7]=1, predict the reactants needed to synthesize it. The reactants are: [Br:1][C:2]1[CH:3]=[CH:4][C:5]([OH:16])=[C:6]([C:8]([C:10]2[CH:15]=[CH:14][CH:13]=[CH:12][CH:11]=2)=O)[CH:7]=1.[CH3:17][NH2:18].C1COCC1.C1(C)C=CC(S(O)(=O)=O)=CC=1.C(O)(=O)C.C(O[BH-](OC(=O)C)OC(=O)C)(=O)C.[Na+].